From a dataset of Forward reaction prediction with 1.9M reactions from USPTO patents (1976-2016). Predict the product of the given reaction. (1) Given the reactants [Cl:1][C:2](=[N:16][OH:17])[CH:3]1[CH2:8][CH2:7][N:6]([C:9]([O:11][C:12]([CH3:15])([CH3:14])[CH3:13])=[O:10])[CH2:5][CH2:4]1.[CH3:18][S:19](Cl)(=[O:21])=[O:20].C(N(CC)CC)C, predict the reaction product. The product is: [Cl:1][C:2](=[N:16][O:17][S:19]([CH3:18])(=[O:21])=[O:20])[CH:3]1[CH2:4][CH2:5][N:6]([C:9]([O:11][C:12]([CH3:13])([CH3:14])[CH3:15])=[O:10])[CH2:7][CH2:8]1. (2) Given the reactants COC([C@@H]1C[C@@H](S(C2C=CC=CC=2C(F)(F)F)(=O)=O)CN1C(=S)CC(=O)C)=O.COC([C@H]1C[C@@H](S(C2C=CC=CC=2C(F)(F)F)(=O)=O)CN1C(=S)CC(=O)C)=O.Cl.N(C1C=C(NC(=O)C)C=CC=1)N.[CH3:70][O:71][C:72]([C@H:74]1[CH2:78][C@@H:77]([S:79]([C:82]2[CH:87]=[CH:86][CH:85]=[CH:84][C:83]=2[C:88]([F:91])([F:90])[F:89])(=[O:81])=[O:80])[CH2:76][N:75]1[C:92]1[N:93]([C:98]2[CH:103]=[CH:102][CH:101]=[C:100]([NH:104][C:105](=[O:107])[CH3:106])[CH:99]=2)[N:94]=[C:95]([CH3:97])[CH:96]=1)=[O:73], predict the reaction product. The product is: [CH3:70][O:71][C:72]([C@@H:74]1[CH2:78][C@@H:77]([S:79]([C:82]2[CH:87]=[CH:86][CH:85]=[CH:84][C:83]=2[C:88]([F:89])([F:91])[F:90])(=[O:81])=[O:80])[CH2:76][N:75]1[C:92]1[N:93]([C:98]2[CH:103]=[CH:102][CH:101]=[C:100]([NH:104][C:105](=[O:107])[CH3:106])[CH:99]=2)[N:94]=[C:95]([CH3:97])[CH:96]=1)=[O:73]. (3) Given the reactants [S:1]1[C:5]([C:6](=[O:8])[CH3:7])=[CH:4][C:3]2[CH2:9][CH2:10][C:11]3[C:16]([C:2]1=2)=[CH:15][CH:14]=[CH:13][CH:12]=3.[Al+3].[Cl-].[Cl-].[Cl-].[C:21](Cl)(=[O:23])[CH3:22].Cl, predict the reaction product. The product is: [S:1]1[C:5]([C:6](=[O:8])[CH3:7])=[CH:4][C:3]2[CH2:9][CH2:10][C:11]3[C:16]([C:2]1=2)=[CH:15][CH:14]=[C:13]([C:21](=[O:23])[CH3:22])[CH:12]=3. (4) Given the reactants [NH2:1][C:2](=O)[CH:3]([NH:13][C:14]([CH:16]1[CH2:21][CH2:20][O:19][CH2:18][CH2:17]1)=O)[C:4]1[CH:9]=[C:8]([Cl:10])[CH:7]=[CH:6][C:5]=1[O:11][CH3:12].[Si](OC(C)(C)CC1[S:34]C(N)=C(C2C=C(Cl)C=CC=2OC)N=1)(C(C)(C)C)(C)C, predict the reaction product. The product is: [Cl:10][C:8]1[CH:7]=[CH:6][C:5]([O:11][CH3:12])=[C:4]([C:3]2[N:13]=[C:14]([CH:16]3[CH2:21][CH2:20][O:19][CH2:18][CH2:17]3)[S:34][C:2]=2[NH2:1])[CH:9]=1. (5) Given the reactants [NH:1]1[C:5]2=[N:6][CH:7]=[CH:8][CH:9]=[C:4]2[CH:3]=[CH:2]1.[CH3:10][C:11]([O:14][C:15](O[C:15]([O:14][C:11]([CH3:13])([CH3:12])[CH3:10])=[O:16])=[O:16])([CH3:13])[CH3:12].O, predict the reaction product. The product is: [N:1]1([C:15]([O:14][C:11]([CH3:13])([CH3:12])[CH3:10])=[O:16])[C:5]2=[N:6][CH:7]=[CH:8][CH:9]=[C:4]2[CH:3]=[CH:2]1. (6) The product is: [C:11]([C:10]1[C:2]([F:1])=[CH:3][CH:4]=[C:5]2[C:9]=1[NH:8][CH:7]=[C:6]2/[CH:13]=[CH:34]/[C:35]([O:37][CH2:38][CH3:39])=[O:36])#[N:12]. Given the reactants [F:1][C:2]1[C:10]([C:11]#[N:12])=[C:9]2[C:5]([C:6]([CH:13]=O)=[CH:7][NH:8]2)=[CH:4][CH:3]=1.C1(P(=[CH:34][C:35]([O:37][CH2:38][CH3:39])=[O:36])(C2C=CC=CC=2)C2C=CC=CC=2)C=CC=CC=1, predict the reaction product. (7) Given the reactants [Cl:1][C:2]1[CH:7]=[CH:6][C:5]([C:8]2[CH2:13][C:12]([CH3:15])([CH3:14])[CH2:11][CH2:10][C:9]=2[CH2:16][N:17]2[CH2:22][CH2:21][N:20](C(OC(C)(C)C)=O)[CH2:19][CH:18]2[CH3:30])=[CH:4][CH:3]=1.Cl, predict the reaction product. The product is: [Cl:1][C:2]1[CH:7]=[CH:6][C:5]([C:8]2[CH2:13][C:12]([CH3:14])([CH3:15])[CH2:11][CH2:10][C:9]=2[CH2:16][N:17]2[CH2:22][CH2:21][NH:20][CH2:19][CH:18]2[CH3:30])=[CH:4][CH:3]=1.